From a dataset of Forward reaction prediction with 1.9M reactions from USPTO patents (1976-2016). Predict the product of the given reaction. (1) Given the reactants [Cl:1][CH:2]([CH2:6][CH3:7])[C:3](Cl)=[O:4].[CH2:8]([NH:10][CH2:11][CH3:12])[CH3:9], predict the reaction product. The product is: [Cl:1][CH:2]([CH2:6][CH3:7])[C:3]([N:10]([CH2:11][CH3:12])[CH2:8][CH3:9])=[O:4]. (2) Given the reactants [Cl:1][C:2]1[CH:10]=[CH:9][C:8]([C:11]2[C:12]([C@@H:23]([NH:33][C:34](=[O:51])[CH2:35][N:36]3[C:40]4[C:41]([F:46])([F:45])[C@@H:42]5[CH2:44][C@@H:43]5[C:39]=4[C:38]([C:47]([F:50])([F:49])[F:48])=[N:37]3)[CH2:24][C:25]3[CH:30]=[C:29]([F:31])[CH:28]=[C:27]([F:32])[CH:26]=3)=[N:13][C:14]([C:17]#[C:18][CH:19]([OH:22])CC)=[CH:15][CH:16]=2)=[C:7]2[C:3]=1[C:4]([NH:53][S:54]([CH3:57])(=[O:56])=[O:55])=[N:5][N:6]2[CH3:52].[CH2:58]([O:61]CCO)[C:59]#C, predict the reaction product. The product is: [Cl:1][C:2]1[CH:10]=[CH:9][C:8]([C:11]2[C:12]([C@@H:23]([NH:33][C:34](=[O:51])[CH2:35][N:36]3[C:40]4[C:41]([F:46])([F:45])[C@@H:42]5[CH2:44][C@@H:43]5[C:39]=4[C:38]([C:47]([F:50])([F:49])[F:48])=[N:37]3)[CH2:24][C:25]3[CH:26]=[C:27]([F:32])[CH:28]=[C:29]([F:31])[CH:30]=3)=[N:13][C:14]([C:17]#[C:18][CH2:19][O:22][CH2:59][CH2:58][OH:61])=[CH:15][CH:16]=2)=[C:7]2[C:3]=1[C:4]([NH:53][S:54]([CH3:57])(=[O:55])=[O:56])=[N:5][N:6]2[CH3:52]. (3) Given the reactants [P:1]([Cl:5])(Cl)(Cl)=[S:2].[CH:6]1[CH:7]=[CH:8][C:9]2[C:10](=[CH:12][CH:13]=[CH:14][C:15]=2[OH:16])[CH:11]=1.C(N(CC)CC)C.[NH2:24][C@@H:25]([CH3:30])[C:26]([O:28][CH3:29])=[O:27], predict the reaction product. The product is: [Cl:5][P:1]([NH:24][C@@H:25]([CH3:30])[C:26]([O:28][CH3:29])=[O:27])([O:16][C:15]1[C:9]2[C:10](=[CH:11][CH:6]=[CH:7][CH:8]=2)[CH:12]=[CH:13][CH:14]=1)=[S:2]. (4) The product is: [CH2:7]([O:15][C:16]1[CH:17]=[C:18]([CH:21]=[CH:22][C:23]=1[O:24][CH2:25][CH2:26][O:27][CH3:28])[CH:19]=[O:20])[C:8]1[CH:13]=[CH:12][CH:11]=[CH:10][CH:9]=1. Given the reactants C(=O)([O-])[O-].[K+].[K+].[CH2:7](Cl)[C:8]1[CH:13]=[CH:12][CH:11]=[CH:10][CH:9]=1.[OH:15][C:16]1[CH:17]=[C:18]([CH:21]=[CH:22][C:23]=1[O:24][CH2:25][CH2:26][O:27][CH3:28])[CH:19]=[O:20].Cl, predict the reaction product. (5) Given the reactants [Br:1][C:2]1[CH:3]=[CH:4][C:5]2[S:9][C:8]([CH2:10][CH2:11][OH:12])=[CH:7][C:6]=2[CH:13]=1.C(N(CC)CC)C.[S:21](Cl)([C:24]1[CH:30]=[CH:29][C:27]([CH3:28])=[CH:26][CH:25]=1)(=[O:23])=[O:22], predict the reaction product. The product is: [CH3:28][C:27]1[CH:29]=[CH:30][C:24]([S:21]([O:12][CH2:11][CH2:10][C:8]2[S:9][C:5]3[CH:4]=[CH:3][C:2]([Br:1])=[CH:13][C:6]=3[CH:7]=2)(=[O:23])=[O:22])=[CH:25][CH:26]=1. (6) The product is: [CH3:43][N:44]1[CH2:49][CH2:48][N:47]([CH2:50][CH2:51][O:36][C:35](=[O:37])[C:34]2[CH:38]=[CH:39][C:31]([NH:30][C:28]([C@H:9]3[C@H:8]([C:4]4[CH:5]=[CH:6][CH:7]=[C:2]([Cl:1])[C:3]=4[F:42])[C@:12]([C:15]4[CH:20]=[CH:19][C:18]([Cl:21])=[CH:17][C:16]=4[F:22])([C:13]#[N:14])[C@H:11]([CH2:23][C:24]([CH3:26])([CH3:27])[CH3:25])[NH:10]3)=[O:29])=[C:32]([O:40][CH3:41])[CH:33]=2)[CH2:46][CH2:45]1. Given the reactants [Cl:1][C:2]1[C:3]([F:42])=[C:4]([C@@H:8]2[C@:12]([C:15]3[CH:20]=[CH:19][C:18]([Cl:21])=[CH:17][C:16]=3[F:22])([C:13]#[N:14])[C@H:11]([CH2:23][C:24]([CH3:27])([CH3:26])[CH3:25])[NH:10][C@H:9]2[C:28]([NH:30][C:31]2[CH:39]=[CH:38][C:34]([C:35]([OH:37])=[O:36])=[CH:33][C:32]=2[O:40][CH3:41])=[O:29])[CH:5]=[CH:6][CH:7]=1.[CH3:43][N:44]1[CH2:49][CH2:48][N:47]([CH2:50][CH2:51]O)[CH2:46][CH2:45]1, predict the reaction product.